Dataset: Reaction yield outcomes from USPTO patents with 853,638 reactions. Task: Predict the reaction yield, written as a fraction of the theoretical maximum amount of product (1.0 means a 100% yield; for example, 0.34 means a 34% yield). (1) The reactants are C(OC(=O)[N:7]([C:15](=[O:26])[CH2:16][CH2:17][C:18]#[C:19][C:20]1[CH:25]=[CH:24][CH:23]=[CH:22][N:21]=1)[C:8]1[CH:13]=[CH:12][C:11]([F:14])=[CH:10][CH:9]=1)(C)(C)C.FC(F)(F)C(O)=O. The catalyst is C(Cl)Cl.O. The product is [F:14][C:11]1[CH:12]=[CH:13][C:8]([NH:7][C:15](=[O:26])[CH2:16][CH2:17][C:18]#[C:19][C:20]2[CH:25]=[CH:24][CH:23]=[CH:22][N:21]=2)=[CH:9][CH:10]=1. The yield is 0.830. (2) The catalyst is O1CCCC1.O. The reactants are C([O:3][C:4](=[O:21])[CH:5]([C:12]1[CH:17]=[CH:16][C:15]([N+:18]([O-:20])=[O:19])=[CH:14][CH:13]=1)[CH2:6][CH:7]1[CH2:11][CH2:10][CH2:9][CH2:8]1)C.[OH-].[Li+]. The yield is 0.936. The product is [CH:7]1([CH2:6][CH:5]([C:12]2[CH:17]=[CH:16][C:15]([N+:18]([O-:20])=[O:19])=[CH:14][CH:13]=2)[C:4]([OH:21])=[O:3])[CH2:11][CH2:10][CH2:9][CH2:8]1. (3) The reactants are [CH3:1][O:2][C:3]1[CH:4]=[C:5]2[C:10](=[CH:11][C:12]=1[O:13][CH3:14])[N:9]=[CH:8][CH:7]=[C:6]2[O:15][C:16]1[CH:21]=[CH:20][C:19]([NH:22][C:23](=O)[CH2:24][O:25][C:26]2[C:31]([CH3:32])=[CH:30][CH:29]=[CH:28][C:27]=2[CH3:33])=[CH:18][CH:17]=1.Cl.[OH-].[Na+]. The catalyst is O1CCCC1. The product is [CH3:1][O:2][C:3]1[CH:4]=[C:5]2[C:10](=[CH:11][C:12]=1[O:13][CH3:14])[N:9]=[CH:8][CH:7]=[C:6]2[O:15][C:16]1[CH:17]=[CH:18][C:19]([NH:22][CH2:23][CH2:24][O:25][C:26]2[C:31]([CH3:32])=[CH:30][CH:29]=[CH:28][C:27]=2[CH3:33])=[CH:20][CH:21]=1. The yield is 0.800. (4) The catalyst is O1CCOCC1.O.C1C=CC(P(C2C=CC=CC=2)[C-]2C=CC=C2)=CC=1.C1C=CC(P(C2C=CC=CC=2)[C-]2C=CC=C2)=CC=1.Cl[Pd]Cl.[Fe+2].C(Cl)Cl. The reactants are [C:1]([O:5][C:6]([N:8]1[CH2:12][CH2:11][C:10]([NH:14][C:15]2[CH:16]=[C:17]3[C:26](=[CH:27][C:28]=2Br)[O:25][CH2:24][C:23]2[N:18]3[CH:19]([CH3:31])[C:20](=[O:30])[NH:21][N:22]=2)([CH3:13])[CH2:9]1)=[O:7])([CH3:4])([CH3:3])[CH3:2].C([O-])([O-])=O.[K+].[K+].[F:38][C:39]1[CH:44]=[CH:43][CH:42]=[CH:41][C:40]=1B(O)O. The product is [C:1]([O:5][C:6]([N:8]1[CH2:12][CH2:11][C:10]([NH:14][C:15]2[CH:16]=[C:17]3[C:26](=[CH:27][C:28]=2[C:40]2[CH:41]=[CH:42][CH:43]=[CH:44][C:39]=2[F:38])[O:25][CH2:24][C:23]2[N:18]3[CH:19]([CH3:31])[C:20](=[O:30])[NH:21][N:22]=2)([CH3:13])[CH2:9]1)=[O:7])([CH3:4])([CH3:3])[CH3:2]. The yield is 0.930. (5) The reactants are [H-].[Na+].[C:3]1([NH:9][C:10]2[CH:11]=[C:12]([CH:18]=[CH:19][CH:20]=2)[C:13]([O:15]CC)=[O:14])[CH:8]=[CH:7][CH:6]=[CH:5][CH:4]=1.[CH3:21]I. The catalyst is C1COCC1.O. The product is [CH3:21][N:9]([C:3]1[CH:4]=[CH:5][CH:6]=[CH:7][CH:8]=1)[C:10]1[CH:11]=[C:12]([CH:18]=[CH:19][CH:20]=1)[C:13]([OH:15])=[O:14]. The yield is 0.300. (6) The reactants are [CH3:1][C:2]([CH3:34])([CH3:33])[CH2:3][C:4]([NH:6][C:7]1[C:8]([CH3:32])=[C:9]([CH3:31])[C:10]2[O:14][CH2:13][CH:12]([C:15]3[CH:20]=[CH:19][C:18](/[C:21](/[CH3:28])=[CH:22]/[C:23]([O:25][CH2:26][CH3:27])=[O:24])=[CH:17][CH:16]=3)[C:11]=2[C:29]=1[CH3:30])=[O:5]. The catalyst is C(OCC)(=O)C.CCCCCC. The product is [CH3:34][C:2]([CH3:1])([CH3:33])[CH2:3][C:4]([NH:6][C:7]1[C:8]([CH3:32])=[C:9]([CH3:31])[C:10]2[O:14][CH2:13][CH:12]([C:15]3[CH:20]=[CH:19][C:18]([CH:21]([CH3:28])[CH2:22][C:23]([O:25][CH2:26][CH3:27])=[O:24])=[CH:17][CH:16]=3)[C:11]=2[C:29]=1[CH3:30])=[O:5]. The yield is 0.760. (7) The reactants are COC1C=C(OC)C=CC=1C[N:6]([C:29]1[CH:34]=[CH:33][N:32]=[CH:31][N:30]=1)[S:7]([C:10]1[CH:15]=[CH:14][C:13]([O:16][C@H:17]2[CH2:21][CH2:20][CH2:19][C@@H:18]2[C:22]2[N:26]([CH3:27])[N:25]=[CH:24][CH:23]=2)=[C:12]([CH3:28])[CH:11]=1)(=[O:9])=[O:8].C([SiH](CC)CC)C.FC(F)(F)C(O)=O. The catalyst is ClCCl. The product is [CH3:28][C:12]1[CH:11]=[C:10]([S:7]([NH:6][C:29]2[CH:34]=[CH:33][N:32]=[CH:31][N:30]=2)(=[O:8])=[O:9])[CH:15]=[CH:14][C:13]=1[O:16][C@H:17]1[CH2:21][CH2:20][CH2:19][C@@H:18]1[C:22]1[N:26]([CH3:27])[N:25]=[CH:24][CH:23]=1. The yield is 0.680. (8) The reactants are [N+:1]([C:4]1[CH:5]=[C:6]([CH2:10][CH2:11][OH:12])[CH:7]=[CH:8][CH:9]=1)([O-:3])=[O:2].N1C=CC=CC=1.[CH3:19][S:20](Cl)(=[O:22])=[O:21].O. The catalyst is C(Cl)Cl. The product is [CH3:19][S:20]([O:12][CH2:11][CH2:10][C:6]1[CH:7]=[CH:8][CH:9]=[C:4]([N+:1]([O-:3])=[O:2])[CH:5]=1)(=[O:22])=[O:21]. The yield is 0.980. (9) The product is [O:17]1[CH:18]=[CH:19][CH:20]=[C:16]1[C:11]1[N:12]=[C:13]([NH:15][C:21]([C:22]2[CH:27]=[CH:26][N:25]=[CH:24][CH:23]=2)=[O:28])[S:14][C:10]=1[C:8]([CH:5]1[CH2:6][CH2:7][C:2](=[O:1])[CH2:3][CH2:4]1)=[O:9]. The reactants are [O:1]=[C:2]1[CH2:7][CH2:6][CH:5]([C:8]([C:10]2[S:14][C:13]([NH2:15])=[N:12][C:11]=2[C:16]2[O:17][CH:18]=[CH:19][CH:20]=2)=[O:9])[CH2:4][CH2:3]1.[C:21](O)(=[O:28])[C:22]1[CH:27]=[CH:26][N:25]=[CH:24][CH:23]=1.CCN=C=NCCCN(C)C.Cl.O.ON1C2C=CC=CC=2N=N1. The yield is 0.660. The catalyst is CN(C=O)C.O.